Dataset: Forward reaction prediction with 1.9M reactions from USPTO patents (1976-2016). Task: Predict the product of the given reaction. (1) Given the reactants CO[C:3](=[O:26])[C:4]1[CH:9]=[CH:8][CH:7]=[C:6]([C:10]2[S:11][C:12]([CH2:23][CH2:24][CH3:25])=[C:13]([CH2:15][O:16][CH:17]3[CH2:22][CH2:21][CH2:20][CH2:19][O:18]3)[N:14]=2)[CH:5]=1.[C:27]([O:30][C:31]([CH3:34])([CH3:33])[CH3:32])(=[O:29])[CH3:28].[Li], predict the reaction product. The product is: [C:31]([O:30][C:27](=[O:29])[CH2:28][C:3](=[O:26])[C:4]1[CH:9]=[CH:8][CH:7]=[C:6]([C:10]2[S:11][C:12]([CH2:23][CH2:24][CH3:25])=[C:13]([CH2:15][O:16][CH:17]3[CH2:22][CH2:21][CH2:20][CH2:19][O:18]3)[N:14]=2)[CH:5]=1)([CH3:34])([CH3:33])[CH3:32]. (2) Given the reactants [H-].[Na+].[CH3:3][N:4]([CH3:38])[C:5]1[CH:10]=[CH:9][C:8]([C:11]2[CH:16]=[CH:15][C:14]([C@@:17]3([OH:35])[CH2:21][N:20]([C:22]([O:24][CH2:25][CH2:26][Si:27]([CH3:30])([CH3:29])[CH3:28])=[O:23])[C@H:19]([C:31]([O:33][CH3:34])=[O:32])[CH2:18]3)=[CH:13][CH:12]=2)=[C:7]([CH:36]=[CH2:37])[CH:6]=1.[CH3:39]I, predict the reaction product. The product is: [CH3:38][N:4]([CH3:3])[C:5]1[CH:10]=[CH:9][C:8]([C:11]2[CH:12]=[CH:13][C:14]([C@@:17]3([O:35][CH3:39])[CH2:21][N:20]([C:22]([O:24][CH2:25][CH2:26][Si:27]([CH3:29])([CH3:30])[CH3:28])=[O:23])[C@H:19]([C:31]([O:33][CH3:34])=[O:32])[CH2:18]3)=[CH:15][CH:16]=2)=[C:7]([CH:36]=[CH2:37])[CH:6]=1. (3) The product is: [CH:31]1([C:34]([CH:1]2[C:13]3[C:14]4[N:5]([CH2:6][CH:7]([C:15]([O:17][C:18]([CH3:21])([CH3:20])[CH3:19])=[O:16])[NH:8][C:9]=4[CH:10]=[CH:11][CH:12]=3)[CH2:4][CH2:3][NH:2]2)=[O:35])[CH2:33][CH2:32]1. Given the reactants [CH2:1]1[C:13]2[C:14]3[N:5]([CH2:6][CH:7]([C:15]([O:17][C:18]([CH3:21])([CH3:20])[CH3:19])=[O:16])[NH:8][C:9]=3[CH:10]=[CH:11][CH:12]=2)[CH2:4][CH2:3][NH:2]1.C(N(CC)C(C)C)(C)C.[CH:31]1([C:34](Cl)=[O:35])[CH2:33][CH2:32]1.C(O)(=O)CC(CC(O)=O)(C(O)=O)O, predict the reaction product. (4) Given the reactants [C:1]([C@@H:4]([NH:6][C:7](=[O:21])[C@H:8]([NH2:20])[CH2:9][C:10]1[CH:19]=[CH:18][C:17]2[C:12](=[CH:13][CH:14]=[CH:15][CH:16]=2)[CH:11]=1)[CH3:5])(=[O:3])[NH2:2].[CH3:22][O:23][C:24]1[CH:29]=[C:28]([O:30][CH3:31])[CH:27]=[CH:26][C:25]=1[CH2:32][N:33]([O:45][CH2:46][C:47]1[CH:52]=[CH:51][CH:50]=[CH:49][CH:48]=1)[C:34]([CH2:36][C@@H:37]([CH2:41][CH:42]([CH3:44])[CH3:43])[C:38](O)=[O:39])=[O:35].[Na].C(Cl)CCl.C1C=CC2N(O)N=NC=2C=1.CCN(C(C)C)C(C)C, predict the reaction product. The product is: [C:1]([C@@H:4]([NH:6][C:7]([C@H:8]([NH:20][C:38](=[O:39])[C@H:37]([CH2:41][CH:42]([CH3:43])[CH3:44])[CH2:36][C:34]([N:33]([CH2:32][C:25]1[CH:26]=[CH:27][C:28]([O:30][CH3:31])=[CH:29][C:24]=1[O:23][CH3:22])[O:45][CH2:46][C:47]1[CH:48]=[CH:49][CH:50]=[CH:51][CH:52]=1)=[O:35])[CH2:9][C:10]1[CH:19]=[CH:18][C:17]2[C:12](=[CH:13][CH:14]=[CH:15][CH:16]=2)[CH:11]=1)=[O:21])[CH3:5])(=[O:3])[NH2:2]. (5) Given the reactants Br[C:2]1[CH:3]=[C:4]([CH:25]=[CH:26][N:27]=1)[C:5]([NH:7][C:8]1[S:9][C:10]2[C:16]([CH:17]3[CH2:22][CH2:21][O:20][CH2:19][CH2:18]3)=[CH:15][CH:14]=[C:13]([O:23][CH3:24])[C:11]=2[N:12]=1)=[O:6].C(=O)([O-])[O-].[Cs+].[Cs+].[CH3:34][O:35][CH2:36][CH2:37][NH:38][CH3:39], predict the reaction product. The product is: [CH3:34][O:35][CH2:36][CH2:37][N:38]([CH3:39])[C:2]1[CH:3]=[C:4]([CH:25]=[CH:26][N:27]=1)[C:5]([NH:7][C:8]1[S:9][C:10]2[C:16]([CH:17]3[CH2:22][CH2:21][O:20][CH2:19][CH2:18]3)=[CH:15][CH:14]=[C:13]([O:23][CH3:24])[C:11]=2[N:12]=1)=[O:6]. (6) Given the reactants C([O:5][C:6](=[O:28])[CH2:7][N:8]1[C:16]2[C:11](=[CH:12][CH:13]=[CH:14][CH:15]=2)[C:10]([CH:17]2[C:21]3[CH:22]=[CH:23][CH:24]=[CH:25][C:20]=3[S:19](=[O:27])(=[O:26])[NH:18]2)=[CH:9]1)(C)(C)C.FC(F)(F)C(O)=O, predict the reaction product. The product is: [O:27]=[S:19]1(=[O:26])[C:20]2[CH:25]=[CH:24][CH:23]=[CH:22][C:21]=2[CH:17]([C:10]2[C:11]3[C:16](=[CH:15][CH:14]=[CH:13][CH:12]=3)[N:8]([CH2:7][C:6]([OH:28])=[O:5])[CH:9]=2)[NH:18]1.